The task is: Predict the product of the given reaction.. This data is from Forward reaction prediction with 1.9M reactions from USPTO patents (1976-2016). (1) Given the reactants F[C:2]1[C:3]([CH3:22])=[N:4][C:5]2[C:10]([N:11]=1)=[C:9]([C:12]1[NH:20][C:19]3[CH2:18][CH2:17][NH:16][C:15](=[O:21])[C:14]=3[CH:13]=1)[CH:8]=[CH:7][CH:6]=2.[CH3:23][C:24]([NH2:27])([CH3:26])[CH3:25], predict the reaction product. The product is: [C:24]([NH:27][C:2]1[C:3]([CH3:22])=[N:4][C:5]2[C:10]([N:11]=1)=[C:9]([C:12]1[NH:20][C:19]3[CH2:18][CH2:17][NH:16][C:15](=[O:21])[C:14]=3[CH:13]=1)[CH:8]=[CH:7][CH:6]=2)([CH3:26])([CH3:25])[CH3:23]. (2) Given the reactants Cl[CH2:2][C:3]1[C:4]([C:10]2[CH:15]=[CH:14][CH:13]=[C:12]([F:16])[CH:11]=2)=[N:5][C:6]([CH3:9])=[N:7][CH:8]=1.[NH3:17].CO, predict the reaction product. The product is: [NH2:17][CH2:2][C:3]1[C:4]([C:10]2[CH:15]=[CH:14][CH:13]=[C:12]([F:16])[CH:11]=2)=[N:5][C:6]([CH3:9])=[N:7][CH:8]=1.